This data is from TCR-epitope binding with 47,182 pairs between 192 epitopes and 23,139 TCRs. The task is: Binary Classification. Given a T-cell receptor sequence (or CDR3 region) and an epitope sequence, predict whether binding occurs between them. (1) The epitope is YEGNSPFHPL. The TCR CDR3 sequence is CASSPQNSYNEQFF. Result: 1 (the TCR binds to the epitope). (2) The epitope is FTISVTTEIL. The TCR CDR3 sequence is CASSSGTGPYNEQFF. Result: 0 (the TCR does not bind to the epitope).